This data is from Reaction yield outcomes from USPTO patents with 853,638 reactions. The task is: Predict the reaction yield, written as a fraction of the theoretical maximum amount of product (1.0 means a 100% yield; for example, 0.34 means a 34% yield). The product is [Si:26]([O:1][CH:2]1[CH2:7][NH:6][C:5](=[O:8])[CH:4]([NH:9][C:10](=[O:16])[O:11][C:12]([CH3:13])([CH3:15])[CH3:14])[CH2:3]1)([C:22]([CH3:25])([CH3:24])[CH3:23])([CH3:29])[CH3:28]. The catalyst is CN(C=O)C.O. The reactants are [OH:1][CH:2]1[CH2:7][NH:6][C:5](=[O:8])[CH:4]([NH:9][C:10](=[O:16])[O:11][C:12]([CH3:15])([CH3:14])[CH3:13])[CH2:3]1.N1C=CN=C1.[C:22]([Si:26]([CH3:29])([CH3:28])Cl)([CH3:25])([CH3:24])[CH3:23]. The yield is 0.860.